From a dataset of B-cell epitopes from IEDB database with 3,159 antigens for binding position prediction. Token-level Classification. Given an antigen amino acid sequence, predict which amino acid positions are active epitope sites capable of antibody binding. Output is a list of indices for active positions. (1) Given the antigen sequence: MEVTFIYILVITCYENDVNVYHIFFQMSLWLPSEATVYLPPVPVSKVVSTDEYVARTNIYYHAGTSRLLAVGHPYFPIKKPNNNKILVPKVSGLQYRVFRIYLPDPNKFGFPDTSFYNPDTQRLVWACVGVEVGRGQPLGVGISGHPLLNKLDDTENASAYAANAGVDNRECISMDYKQTQLCLIGCKPPIGEHWGKGSPCNNVAVNPGDCPPLELINTVIQDGDMVDTGFGAMDFTTLQANKSEVPLDICTSICKYPDYIKMVSEPYGDSLFFYLRREQMFVRHLFNRAGAVGENVPDDLYIKGSGSTANLASSNYFPTPSGSMVTSDAQIFNKPYWLQRAQGHNNGICWGNQLFVTVVDTTRSTNMSLCAAISTSEPTYKNTNFKEYLRHGEEYDLQFIFQLCKITLTADVMTYIHSMNSTILEDWNFGLQPPPGGTLEDTYRFVTQAIACQKHTPPAPKEDDPLKKYTFWEVNLKEKFSADLDQFPLGRKFLLQAGF..., which amino acid positions are active epitope sites? The epitope positions are: [436, 437, 438, 439, 440, 441, 442, 443, 444, 445, 446, 447, 448, 449, 450, 451, 452, 453, 454, 455]. The amino acids at these positions are: GGTLEDTYRFVTQAIACQKH. (2) Given the antigen sequence: MDIAIHHPWIRRPFFPFHSPSRLFDQFFGEHLLESDLFPTSTSLSPFYLRPPSFLRAPSWFDTGLSEMRLEKDRFSVNLDVKHFSPEELKVKVLGDVIEVHGKHEERQDEHGFISREFHRKYRIPADVDPLTITSSLSSDGVLTVNGPRKQVSGPERTIPITREEKPAVTAAPKK, which amino acid positions are active epitope sites? The epitope positions are: [30, 31, 32, 33, 34, 35, 36, 37, 38, 39, 40, 41, 42, 43, 44]. The amino acids at these positions are: HLLESDLFPTSTSLS.